From a dataset of Forward reaction prediction with 1.9M reactions from USPTO patents (1976-2016). Predict the product of the given reaction. (1) Given the reactants [OH:1][C:2]1[CH:3]=[C:4]([CH:9]=[C:10]([OH:12])[CH:11]=1)[C:5]([O:7][CH3:8])=[O:6].Cl[C:14]1[N:15]=[CH:16][C:17]([C:20]([N:22]([CH3:24])[CH3:23])=[O:21])=[N:18][CH:19]=1.C(=O)([O-])[O-].[Cs+].[Cs+].Cl, predict the reaction product. The product is: [CH3:23][N:22]([CH3:24])[C:20]([C:17]1[N:18]=[CH:19][C:14]([O:1][C:2]2[CH:3]=[C:4]([CH:9]=[C:10]([OH:12])[CH:11]=2)[C:5]([O:7][CH3:8])=[O:6])=[N:15][CH:16]=1)=[O:21]. (2) Given the reactants [Cl:1][C:2]1[CH:9]=[CH:8][C:5]([CH:6]=O)=[CH:4][CH:3]=1.[OH:10][C:11]1[CH:16]=[CH:15][CH:14]=[CH:13][C:12]=1[C:17](=[O:19])[CH3:18], predict the reaction product. The product is: [Cl:1][C:2]1[CH:9]=[CH:8][C:5]([CH:6]=[CH:18][C:17]([C:12]2[CH:13]=[CH:14][CH:15]=[CH:16][C:11]=2[OH:10])=[O:19])=[CH:4][CH:3]=1. (3) The product is: [F:1][C:2]1[CH:7]=[C:6]([C:8]([F:10])([F:11])[F:9])[CH:5]=[CH:4][C:3]=1[C:12]1[C:21]2[CH2:20][CH2:19][CH2:18][CH:17]([CH2:22][C:23]([NH:29][CH3:28])=[O:24])[C:16]=2[CH:15]=[N:14][CH:13]=1. Given the reactants [F:1][C:2]1[CH:7]=[C:6]([C:8]([F:11])([F:10])[F:9])[CH:5]=[CH:4][C:3]=1[C:12]1[C:21]2[CH2:20][CH2:19][CH2:18][CH:17]([CH2:22][C:23](OCC)=[O:24])[C:16]=2[CH:15]=[N:14][CH:13]=1.[CH3:28][NH2:29].C[Al](C)C, predict the reaction product.